This data is from Catalyst prediction with 721,799 reactions and 888 catalyst types from USPTO. The task is: Predict which catalyst facilitates the given reaction. (1) Reactant: Br[C:2]1[CH:22]=[CH:21][C:5]([C:6]([N:8]2[CH2:13][CH2:12][N:11]([C:14]([O:16][C:17]([CH3:20])([CH3:19])[CH3:18])=[O:15])[CH2:10][CH2:9]2)=[O:7])=[CH:4][CH:3]=1.F[C:24]1[C:33](B(O)O)=[CH:32][C:31]2[C:26](=[CH:27][CH:28]=[CH:29][CH:30]=2)[N:25]=1.C(=O)([O-])[O-:38].[Na+].[Na+]. Product: [O:38]=[C:24]1[C:33]([C:2]2[CH:22]=[CH:21][C:5]([C:6]([N:8]3[CH2:13][CH2:12][N:11]([C:14]([O:16][C:17]([CH3:20])([CH3:19])[CH3:18])=[O:15])[CH2:10][CH2:9]3)=[O:7])=[CH:4][CH:3]=2)=[CH:32][C:31]2[C:26](=[CH:27][CH:28]=[CH:29][CH:30]=2)[NH:25]1. The catalyst class is: 70. (2) Reactant: [F:1][C:2]1[CH:3]=[CH:4][C:5]([NH2:8])=[N:6][CH:7]=1.[CH:9]([C:11]1[CH:12]=[C:13]([CH:16]=[CH:17][CH:18]=1)[C:14]#[N:15])=O.O.C1(C)C=CC(S(O)(=O)=O)=CC=1.[N+:31]([C:33]([CH3:36])([CH3:35])[CH3:34])#[C-:32]. Product: [C:33]([NH:31][C:32]1[N:6]2[CH:7]=[C:2]([F:1])[CH:3]=[CH:4][C:5]2=[N:8][C:9]=1[C:11]1[CH:12]=[C:13]([CH:16]=[CH:17][CH:18]=1)[C:14]#[N:15])([CH3:36])([CH3:35])[CH3:34]. The catalyst class is: 5. (3) The catalyst class is: 5. Product: [NH:20]1[C:28]2=[N:27][CH:26]=[CH:25][CH:24]=[C:23]2[C:22](/[CH:29]=[C:7]2\[O:8][C:4]3[C:3]([CH2:12][N:13]4[CH2:14][CH2:15][N:16]([CH3:19])[CH2:17][CH2:18]4)=[C:2]([OH:1])[CH:11]=[CH:10][C:5]=3[C:6]\2=[O:9])=[CH:21]1. Reactant: [OH:1][C:2]1[CH:11]=[CH:10][C:5]2[C:6](=[O:9])[CH2:7][O:8][C:4]=2[C:3]=1[CH2:12][N:13]1[CH2:18][CH2:17][N:16]([CH3:19])[CH2:15][CH2:14]1.[NH:20]1[C:28]2[C:23](=[CH:24][CH:25]=[CH:26][N:27]=2)[C:22]([CH:29]=O)=[CH:21]1.N1CCCCC1. (4) Reactant: [NH2:1][CH2:2][C@H:3]1[O:7][N:6]=[C:5]([C:8]2[N:13]=[CH:12][C:11]([C:14]3[CH:19]=[CH:18][C:17]([N:20]4[CH2:24][C@H:23]([CH2:25][N:26]5[CH:30]=[CH:29][N:28]=[N:27]5)[O:22][C:21]4=[O:31])=[CH:16][C:15]=3[F:32])=[CH:10][CH:9]=2)[CH2:4]1.CN(C(ON1N=NC2C=CC=NC1=2)=[N+](C)C)C.F[P-](F)(F)(F)(F)F.[C:57]([N:64]1[CH2:71][CH2:70][CH2:69][C@H:65]1[C:66](O)=[O:67])([O:59][C:60]([CH3:63])([CH3:62])[CH3:61])=[O:58].C(N(C(C)C)CC)(C)C. Product: [F:32][C:15]1[CH:16]=[C:17]([N:20]2[CH2:24][C@H:23]([CH2:25][N:26]3[CH:30]=[CH:29][N:28]=[N:27]3)[O:22][C:21]2=[O:31])[CH:18]=[CH:19][C:14]=1[C:11]1[CH:10]=[CH:9][C:8]([C:5]2[CH2:4][C@@H:3]([CH2:2][NH:1][C:66]([C@@H:65]3[CH2:69][CH2:70][CH2:71][N:64]3[C:57]([O:59][C:60]([CH3:63])([CH3:62])[CH3:61])=[O:58])=[O:67])[O:7][N:6]=2)=[N:13][CH:12]=1. The catalyst class is: 3. (5) Reactant: [F:1][C:2]1[CH:11]=[C:10]([CH:12]=[O:13])[CH:9]=[CH:8][C:3]=1[C:4]([NH:6][CH3:7])=[O:5].[BH4-].[Na+].[Cl-].[NH4+]. Product: [F:1][C:2]1[CH:11]=[C:10]([CH2:12][OH:13])[CH:9]=[CH:8][C:3]=1[C:4]([NH:6][CH3:7])=[O:5]. The catalyst class is: 5.